Task: Predict the reactants needed to synthesize the given product.. Dataset: Full USPTO retrosynthesis dataset with 1.9M reactions from patents (1976-2016) (1) Given the product [CH3:10][O:11][C:12]([C:14]1[CH:15]=[C:16]2[C:20](=[CH:21][CH:22]=1)[N:19]([CH3:23])[CH:18]=[C:17]2[CH2:31][C:32]1[CH:37]=[CH:36][CH:35]=[CH:34][CH:33]=1)=[O:13], predict the reactants needed to synthesize it. The reactants are: C(Br)C1C=CC=CC=1.O.[CH3:10][O:11][C:12]([C:14]1[CH:15]=[C:16]2[C:20](=[CH:21][CH:22]=1)[N:19]([CH3:23])[C:18](CC1C=CC=CC=1)=[C:17]2[CH2:31][C:32]1[CH:37]=[CH:36][CH:35]=[CH:34][CH:33]=1)=[O:13]. (2) Given the product [CH3:1][O:2][C:3]([C:5]1[N:6]=[C:7]([C:25]#[N:26])[C:8]2[C:13]([C:14]=1[OH:15])=[CH:12][CH:11]=[C:10]([O:16][C:17]1[CH:22]=[CH:21][C:20]([Cl:23])=[CH:19][CH:18]=1)[CH:9]=2)=[O:4], predict the reactants needed to synthesize it. The reactants are: [CH3:1][O:2][C:3]([C:5]1[N:6]=[C:7](I)[C:8]2[C:13]([C:14]=1[OH:15])=[CH:12][CH:11]=[C:10]([O:16][C:17]1[CH:22]=[CH:21][C:20]([Cl:23])=[CH:19][CH:18]=1)[CH:9]=2)=[O:4].[C:25]([Cu])#[N:26].C(Cl)Cl. (3) Given the product [NH2:23][C:22]1[C:24]([C:40]#[N:41])=[C:25]([C:26]2[CH:31]=[CH:30][C:29]([O:32][C:33]3[CH:38]=[CH:37][CH:36]=[CH:35][CH:34]=3)=[CH:28][CH:27]=2)[NH:48][N:47]=1, predict the reactants needed to synthesize it. The reactants are: O(C1C=CC(C(O)=O)=CC=1)C1C=CC=CC=1.C(#N)CC#N.[C:22]([C:24]([C:40]#[N:41])=[C:25](O)[C:26]1[CH:31]=[CH:30][C:29]([O:32][C:33]2[CH:38]=[CH:37][CH:36]=[CH:35][CH:34]=2)=[CH:28][CH:27]=1)#[N:23].C[Si](C=[N+:47]=[N-:48])(C)C.O.NN. (4) Given the product [NH2:8][C:5]1[CH:6]=[CH:7][C:2]([Cl:1])=[C:3]([NH:11][C:12](=[O:20])[C:13]2[CH:18]=[CH:17][CH:16]=[C:15]([F:19])[CH:14]=2)[CH:4]=1, predict the reactants needed to synthesize it. The reactants are: [Cl:1][C:2]1[CH:7]=[CH:6][C:5]([N+:8]([O-])=O)=[CH:4][C:3]=1[NH:11][C:12](=[O:20])[C:13]1[CH:18]=[CH:17][CH:16]=[C:15]([F:19])[CH:14]=1.O.O.[Sn](Cl)Cl.C(Cl)Cl.